From a dataset of Reaction yield outcomes from USPTO patents with 853,638 reactions. Predict the reaction yield, written as a fraction of the theoretical maximum amount of product (1.0 means a 100% yield; for example, 0.34 means a 34% yield). (1) The reactants are [CH2:1]([O:3][C:4](=[O:21])[CH2:5][N:6]([CH2:14][C:15]1[CH:20]=[CH:19][CH:18]=[CH:17][CH:16]=1)[CH2:7][C:8]1[CH:13]=[CH:12][CH:11]=[CH:10][CH:9]=1)[CH3:2].C([N-]C(C)C)(C)C.[Li+].[CH3:30][C:31]([CH3:33])=[O:32].[Cl-].[NH4+]. The catalyst is O1CCCC1.C1(C)C=CC=CC=1. The product is [CH2:1]([O:3][C:4](=[O:21])[CH:5]([N:6]([CH2:7][C:8]1[CH:9]=[CH:10][CH:11]=[CH:12][CH:13]=1)[CH2:14][C:15]1[CH:20]=[CH:19][CH:18]=[CH:17][CH:16]=1)[C:31]([OH:32])([CH3:33])[CH3:30])[CH3:2]. The yield is 0.520. (2) The reactants are Br[C:2]1[C:3]([C:9]2[CH:14]=[CH:13][C:12]([N+:15]([O-:17])=[O:16])=[CH:11][CH:10]=2)=[N:4][N:5]([CH2:7][CH3:8])[CH:6]=1.[CH3:18][C:19]1([CH3:35])[C:23]([CH3:25])([CH3:24])[O:22][B:21]([B:21]2[O:22][C:23]([CH3:25])([CH3:24])[C:19]([CH3:35])([CH3:18])[O:20]2)[O:20]1.C([O-])(=O)C.[K+]. The catalyst is O1CCOCC1.C(OCC)(=O)C.Cl[Pd](Cl)([P](C1C=CC=CC=1)(C1C=CC=CC=1)C1C=CC=CC=1)[P](C1C=CC=CC=1)(C1C=CC=CC=1)C1C=CC=CC=1. The product is [CH2:7]([N:5]1[CH:6]=[C:2]([B:21]2[O:22][C:23]([CH3:25])([CH3:24])[C:19]([CH3:35])([CH3:18])[O:20]2)[C:3]([C:9]2[CH:14]=[CH:13][C:12]([N+:15]([O-:17])=[O:16])=[CH:11][CH:10]=2)=[N:4]1)[CH3:8]. The yield is 0.420. (3) The reactants are [CH3:1][S:2]([C:5]1[CH:10]=[CH:9][C:8]([N+:11]([O-])=O)=[CH:7][C:6]=1[C:14]([F:17])([F:16])[F:15])(=[O:4])=[O:3].[Cl-].[NH4+].O. The catalyst is C(O)C.[Fe]. The product is [CH3:1][S:2]([C:5]1[CH:10]=[CH:9][C:8]([NH2:11])=[CH:7][C:6]=1[C:14]([F:15])([F:16])[F:17])(=[O:4])=[O:3]. The yield is 0.762. (4) The reactants are Br[CH2:2][C:3]([C:5]1[CH:10]=[CH:9][C:8]([C:11]([CH3:14])([CH3:13])[CH3:12])=[CH:7][CH:6]=1)=[O:4].[N-:15]=[N+:16]=[N-:17].[Na+].[Na+].[Cl-]. The catalyst is CC(C)=O. The product is [N:15]([CH2:2][C:3]([C:5]1[CH:10]=[CH:9][C:8]([C:11]([CH3:14])([CH3:13])[CH3:12])=[CH:7][CH:6]=1)=[O:4])=[N+:16]=[N-:17]. The yield is 0.850. (5) The reactants are [CH3:1][C:2]1[NH:3][CH:4]=[CH:5][N:6]=1.Cl.Cl[CH2:9][CH2:10][NH2:11]. No catalyst specified. The product is [CH3:1][C:2]1[N:3]([CH2:9][CH2:10][NH2:11])[CH:4]=[CH:5][N:6]=1. The yield is 0.470. (6) The reactants are [NH2:1][C:2]1[S:6][C:5]2[CH2:7][CH2:8][CH2:9][CH2:10][C:4]=2[C:3]=1[C:11]([C:13]1[CH:18]=[CH:17][C:16]([Cl:19])=[CH:15][CH:14]=1)=O.[C:20]([O:27][CH3:28])(=[O:26])[CH2:21][CH2:22][C:23]([CH3:25])=O.Cl[Si](C)(C)C. The catalyst is CN(C=O)C. The product is [CH3:25][C:23]1[N:1]=[C:2]2[S:6][C:5]3[CH2:7][CH2:8][CH2:9][CH2:10][C:4]=3[C:3]2=[C:11]([C:13]2[CH:18]=[CH:17][C:16]([Cl:19])=[CH:15][CH:14]=2)[C:22]=1[CH2:21][C:20]([O:27][CH3:28])=[O:26]. The yield is 0.730. (7) The reactants are [CH3:1][O:2][C:3]1[CH:8]=[CH:7][C:6]([C:9]2[CH:10]=[CH:11][C:12](=[O:15])[NH:13][CH:14]=2)=[CH:5][CH:4]=1.[CH2:16]([O:18][C:19](=[O:22])[CH2:20]Br)[CH3:17]. No catalyst specified. The product is [CH3:1][O:2][C:3]1[CH:8]=[CH:7][C:6]([C:9]2[CH:10]=[CH:11][C:12](=[O:15])[N:13]([CH2:20][C:19]([O:18][CH2:16][CH3:17])=[O:22])[CH:14]=2)=[CH:5][CH:4]=1. The yield is 0.910.